From a dataset of Forward reaction prediction with 1.9M reactions from USPTO patents (1976-2016). Predict the product of the given reaction. (1) The product is: [C:10]1([C:8]2[NH:7][C:6]3[CH:16]=[C:2]([B:20]4[O:21][C:22]([CH3:24])([CH3:23])[C:18]([CH3:34])([CH3:17])[O:19]4)[CH:3]=[CH:4][C:5]=3[N:9]=2)[CH:15]=[CH:14][CH:13]=[CH:12][CH:11]=1. Given the reactants Br[C:2]1[CH:3]=[CH:4][C:5]2[N:9]=[C:8]([C:10]3[CH:15]=[CH:14][CH:13]=[CH:12][CH:11]=3)[NH:7][C:6]=2[CH:16]=1.[CH3:17][C:18]1([CH3:34])[C:22]([CH3:24])([CH3:23])[O:21][B:20]([B:20]2[O:21][C:22]([CH3:24])([CH3:23])[C:18]([CH3:34])([CH3:17])[O:19]2)[O:19]1.C([O-])(=O)C.[K+], predict the reaction product. (2) Given the reactants [N:1]1([C:6]2[N:14]=[CH:13][N:12]=[C:11]3[C:7]=2[N:8]=[CH:9][N:10]3[C@@H:15]2[O:37][C@H:36]([CH2:38][O:39]C(=O)C3C=CC=CC=3)[C@@H:26]([O:27]C(=O)C3C=CC=CC=3)[C@H:16]2[O:17]C(=O)C2C=CC=CC=2)[CH:5]=[CH:4][CH:3]=[N:2]1.C[O-].[Na+], predict the reaction product. The product is: [N:1]1([C:6]2[N:14]=[CH:13][N:12]=[C:11]3[C:7]=2[N:8]=[CH:9][N:10]3[C@@H:15]2[O:37][C@H:36]([CH2:38][OH:39])[C@@H:26]([OH:27])[C@H:16]2[OH:17])[CH:5]=[CH:4][CH:3]=[N:2]1. (3) Given the reactants [H-].[Na+].[OH:3][C:4]([C:11]1[S:12][CH:13]=[C:14]([CH3:16])[N:15]=1)([CH3:10])[C:5]([O:7][CH2:8][CH3:9])=[O:6].I[CH3:18], predict the reaction product. The product is: [CH3:18][O:3][C:4]([C:11]1[S:12][CH:13]=[C:14]([CH3:16])[N:15]=1)([CH3:10])[C:5]([O:7][CH2:8][CH3:9])=[O:6]. (4) Given the reactants [NH2:1][C:2]1[CH:37]=[CH:36][C:5]([CH2:6][CH2:7][N:8]2[C:13]3[N:14]=[C:15]([NH:18][CH2:19][C:20]([OH:23])([CH3:22])[CH3:21])[N:16]=[CH:17][C:12]=3[CH:11]=[C:10]([C:24]3[CH:29]=[C:28]([O:30][CH3:31])[CH:27]=[C:26]([O:32][CH3:33])[C:25]=3[Cl:34])[C:9]2=[O:35])=[CH:4][CH:3]=1.CCN(C(C)C)C(C)C.[C:47](O[C:47](=[O:50])[CH:48]=[CH2:49])(=[O:50])[CH:48]=[CH2:49].O, predict the reaction product. The product is: [Cl:34][C:25]1[C:26]([O:32][CH3:33])=[CH:27][C:28]([O:30][CH3:31])=[CH:29][C:24]=1[C:10]1[C:9](=[O:35])[N:8]([CH2:7][CH2:6][C:5]2[CH:36]=[CH:37][C:2]([NH:1][C:47](=[O:50])[CH:48]=[CH2:49])=[CH:3][CH:4]=2)[C:13]2[N:14]=[C:15]([NH:18][CH2:19][C:20]([OH:23])([CH3:22])[CH3:21])[N:16]=[CH:17][C:12]=2[CH:11]=1. (5) Given the reactants Cl[C:2]1[N:7]=[C:6]([Cl:8])[N:5]=[C:4]([NH:9][C:10]2[N:11]=[CH:12][N:13]([CH3:15])[CH:14]=2)[N:3]=1.[NH2:16][CH:17]([C:27]1[CH:32]=[CH:31][C:30]([F:33])=[CH:29][CH:28]=1)[CH2:18][NH:19][C:20](=[O:26])[O:21][C:22]([CH3:25])([CH3:24])[CH3:23].CCN(C(C)C)C(C)C, predict the reaction product. The product is: [Cl:8][C:6]1[N:5]=[C:4]([NH:9][C:10]2[N:11]=[CH:12][N:13]([CH3:15])[CH:14]=2)[N:3]=[C:2]([NH:16][CH:17]([C:27]2[CH:28]=[CH:29][C:30]([F:33])=[CH:31][CH:32]=2)[CH2:18][NH:19][C:20](=[O:26])[O:21][C:22]([CH3:25])([CH3:24])[CH3:23])[N:7]=1.